From a dataset of Full USPTO retrosynthesis dataset with 1.9M reactions from patents (1976-2016). Predict the reactants needed to synthesize the given product. Given the product [F:25][C:22]1[CH:23]=[CH:24][C:19](/[CH:18]=[CH:17]/[C:14]2[CH:15]=[CH:16][C:11]([S:8]([C:7]3[C:2]([NH:27][CH3:26])=[N:3][CH:4]=[CH:5][CH:6]=3)(=[O:10])=[O:9])=[CH:12][CH:13]=2)=[CH:20][CH:21]=1, predict the reactants needed to synthesize it. The reactants are: F[C:2]1[C:7]([S:8]([C:11]2[CH:16]=[CH:15][C:14](/[CH:17]=[CH:18]/[C:19]3[CH:24]=[CH:23][C:22]([F:25])=[CH:21][CH:20]=3)=[CH:13][CH:12]=2)(=[O:10])=[O:9])=[CH:6][CH:5]=[CH:4][N:3]=1.[CH3:26][NH2:27].